Dataset: Catalyst prediction with 721,799 reactions and 888 catalyst types from USPTO. Task: Predict which catalyst facilitates the given reaction. (1) Reactant: [OH:1]OS([O-])=O.[K+].[CH3:7][C:8]1([CH2:12][S:13][CH2:14][C:15]2([CH3:19])[CH2:18][O:17][CH2:16]2)[CH2:11][O:10][CH2:9]1.[OH2:20]. Product: [S:13]([CH2:12][C:8]1([CH3:7])[CH2:11][O:10][CH2:9]1)([CH2:14][C:15]1([CH3:19])[CH2:16][O:17][CH2:18]1)(=[O:1])=[O:20]. The catalyst class is: 5. (2) The catalyst class is: 559. Reactant: [CH3:1][O:2][C:3]1[CH:26]=[CH:25][C:6]([CH2:7][N:8]2[C:16]3[C:11](=[CH:12][CH:13]=[C:14]([C:17]4[O:21][CH:20]=[N:19][CH:18]=4)[CH:15]=3)[C:10]([CH3:23])([CH3:22])[C:9]2=[O:24])=[CH:5][CH:4]=1.[CH2:27]([Li])CCC.CCCCCC.IC.C(O)C.C(=O)(O)[O-].[Na+]. Product: [CH3:1][O:2][C:3]1[CH:4]=[CH:5][C:6]([CH2:7][N:8]2[C:16]3[C:11](=[CH:12][CH:13]=[C:14]([C:17]4[O:21][C:20]([CH3:27])=[N:19][CH:18]=4)[CH:15]=3)[C:10]([CH3:23])([CH3:22])[C:9]2=[O:24])=[CH:25][CH:26]=1. (3) Reactant: [O:1]=[C:2]1[NH:6][C@@H:5]([C:7]([O:9]CC)=O)[CH2:4][CH2:3]1.[BH4-].[Na+].Cl.[C:15]1([CH3:25])[CH:20]=[CH:19][C:18]([S:21](Cl)(=[O:23])=[O:22])=[CH:17][CH:16]=1.C(N(CC)CC)C. Product: [CH3:25][C:15]1[CH:20]=[CH:19][C:18]([S:21]([O:9][CH2:7][C@H:5]2[CH2:4][CH2:3][C:2](=[O:1])[NH:6]2)(=[O:23])=[O:22])=[CH:17][CH:16]=1. The catalyst class is: 83. (4) Reactant: P(Cl)(Cl)(Cl)=O.[F:6][C:7]1[C:13]([F:14])=[CH:12][CH:11]=[CH:10][C:8]=1[NH2:9].[CH2:15]([O:22][C:23]1[CH:32]=[C:31]2[C:26]([C:27]([NH:33][C:34]3[CH:38]=[C:37]([CH2:39][C:40](O)=[O:41])[NH:36][N:35]=3)=[N:28][CH:29]=[N:30]2)=[CH:25][CH:24]=1)[C:16]1[CH:21]=[CH:20][CH:19]=[CH:18][CH:17]=1. Product: [CH2:15]([O:22][C:23]1[CH:32]=[C:31]2[C:26]([C:27]([NH:33][C:34]3[CH:38]=[C:37]([CH2:39][C:40]([NH:9][C:8]4[CH:10]=[CH:11][CH:12]=[C:13]([F:14])[C:7]=4[F:6])=[O:41])[NH:36][N:35]=3)=[N:28][CH:29]=[N:30]2)=[CH:25][CH:24]=1)[C:16]1[CH:21]=[CH:20][CH:19]=[CH:18][CH:17]=1. The catalyst class is: 17. (5) Reactant: [ClH:1].O1CCOCC1.[F:8][C:9]1[CH:10]=[C:11]([CH:37]=[CH:38][CH:39]=1)[O:12][CH2:13][CH:14]1[CH2:19][N:18](C(OC(C)(C)C)=O)[CH2:17][CH2:16][N:15]1[C:27]([O:29][C:30]1[CH:35]=[CH:34][C:33]([Cl:36])=[CH:32][CH:31]=1)=[O:28]. Product: [ClH:36].[ClH:1].[F:8][C:9]1[CH:10]=[C:11]([CH:37]=[CH:38][CH:39]=1)[O:12][CH2:13][CH:14]1[CH2:19][NH:18][CH2:17][CH2:16][N:15]1[C:27]([O:29][C:30]1[CH:35]=[CH:34][C:33]([Cl:36])=[CH:32][CH:31]=1)=[O:28]. The catalyst class is: 5. (6) Reactant: [NH2:1][C:2]1[CH:7]=[CH:6][C:5]([C:8]([C:10]2[S:11][CH:12]=[C:13]([C:15]3[CH:20]=[CH:19][CH:18]=[CH:17][CH:16]=3)[N:14]=2)=[O:9])=[CH:4][C:3]=1[C:21](=[O:29])[C:22]1[CH:27]=[CH:26][CH:25]=[C:24]([Cl:28])[CH:23]=1.Cl[C:31](=[O:38])[CH2:32][C:33]([O:35][CH2:36][CH3:37])=[O:34].O. Product: [CH2:36]([O:35][C:33](=[O:34])[CH2:32][C:31](=[O:38])[NH:1][C:2]1[CH:7]=[CH:6][C:5]([C:8]([C:10]2[S:11][CH:12]=[C:13]([C:15]3[CH:20]=[CH:19][CH:18]=[CH:17][CH:16]=3)[N:14]=2)=[O:9])=[CH:4][C:3]=1[C:21](=[O:29])[C:22]1[CH:27]=[CH:26][CH:25]=[C:24]([Cl:28])[CH:23]=1)[CH3:37]. The catalyst class is: 2. (7) Reactant: [F:1][C:2]1[C:10]([CH2:11][NH2:12])=[CH:9][CH:8]=[C:7]2[C:3]=1[CH:4]=[CH:5][NH:6]2.[CH3:13][C:14]([O:17][C:18](O[C:18]([O:17][C:14]([CH3:16])([CH3:15])[CH3:13])=[O:19])=[O:19])([CH3:16])[CH3:15]. Product: [F:1][C:2]1[C:10]([CH2:11][NH:12][C:18](=[O:19])[O:17][C:14]([CH3:16])([CH3:15])[CH3:13])=[CH:9][CH:8]=[C:7]2[C:3]=1[CH:4]=[CH:5][NH:6]2. The catalyst class is: 2.